From a dataset of KCNQ2 potassium channel screen with 302,405 compounds. Binary Classification. Given a drug SMILES string, predict its activity (active/inactive) in a high-throughput screening assay against a specified biological target. The compound is s1c(c(c(c1C(O)=O)c1occc1)c1occc1)C(=O)C. The result is 0 (inactive).